This data is from Forward reaction prediction with 1.9M reactions from USPTO patents (1976-2016). The task is: Predict the product of the given reaction. (1) Given the reactants [Si:1]([O:18][CH2:19][C:20]1[C:21]([O:30][CH2:31][CH:32]2[CH2:34][CH2:33]2)=[CH:22][C:23]([OH:29])=[C:24]([C:26](=O)[CH3:27])[CH:25]=1)([C:14]([CH3:17])([CH3:16])[CH3:15])([C:8]1[CH:13]=[CH:12][CH:11]=[CH:10][CH:9]=1)[C:2]1[CH:7]=[CH:6][CH:5]=[CH:4][CH:3]=1.[Cl-].[OH:36][NH3+:37].C([O-])(=O)C.[Na+], predict the reaction product. The product is: [Si:1]([O:18][CH2:19][C:20]1[C:21]([O:30][CH2:31][CH:32]2[CH2:34][CH2:33]2)=[CH:22][C:23]([OH:29])=[C:24]([C:26](=[N:37][OH:36])[CH3:27])[CH:25]=1)([C:14]([CH3:17])([CH3:16])[CH3:15])([C:8]1[CH:13]=[CH:12][CH:11]=[CH:10][CH:9]=1)[C:2]1[CH:7]=[CH:6][CH:5]=[CH:4][CH:3]=1. (2) Given the reactants C(OC([N:8]1[CH2:17][C@@H:16]([C:18]2[CH:23]=[C:22]([F:24])[CH:21]=[C:20]([F:25])[CH:19]=2)[N:15]([CH2:26][C:27]([O-:29])=[O:28])[C:14](=[O:30])[C:9]21[CH2:13][CH2:12][CH2:11][CH2:10]2)=O)(C)(C)C.[Li+].Cl.[CH2:33](OC(=O)CN)[CH3:34].CC(O)=O.[BH3-]C#N.[Na+], predict the reaction product. The product is: [F:25][C:20]1[CH:19]=[C:18]([CH:16]2[N:15]([CH2:26][C:27]([O:29][CH2:33][CH3:34])=[O:28])[C:14](=[O:30])[C:9]3([CH2:10][CH2:11][CH2:12][CH2:13]3)[NH:8][CH2:17]2)[CH:23]=[C:22]([F:24])[CH:21]=1. (3) Given the reactants [NH2:1][C:2]1[CH:3]=[C:4]([CH:20]=[CH:21][CH:22]=1)[O:5][C:6]1[CH:15]=[C:14]2[C:9]([CH2:10][CH2:11][CH:12]([C:16]([O:18][CH3:19])=[O:17])[CH2:13]2)=[CH:8][CH:7]=1.Cl.C(N(CC)CC)C.[CH:31](=O)[C:32]1[CH:37]=[CH:36][CH:35]=[CH:34][CH:33]=1.C([BH3-])#N.[Na+], predict the reaction product. The product is: [CH2:31]([NH:1][C:2]1[CH:3]=[C:4]([CH:20]=[CH:21][CH:22]=1)[O:5][C:6]1[CH:15]=[C:14]2[C:9]([CH2:10][CH2:11][CH:12]([C:16]([O:18][CH3:19])=[O:17])[CH2:13]2)=[CH:8][CH:7]=1)[C:32]1[CH:37]=[CH:36][CH:35]=[CH:34][CH:33]=1. (4) Given the reactants C[C@@H]1CCCN(C(C2C=C(C)C=CC=2C2C=NN(C)C=2)=O)[C@@H]1CNC1C=CC(C(F)(F)F)=CN=1.[NH2:35][CH2:36][C@@H:37]1[C@H:42]([CH3:43])[CH2:41][CH2:40][CH2:39][N:38]1[C:44]([C:46]1[CH:51]=[C:50]([CH3:52])[CH:49]=[CH:48][C:47]=1[C:53]1[N:57]([CH3:58])[N:56]=[CH:55][CH:54]=1)=[O:45].Cl[C:60]1[CH:67]=[CH:66][C:63]([C:64]#[N:65])=[CH:62][N:61]=1, predict the reaction product. The product is: [CH3:43][C@@H:42]1[CH2:41][CH2:40][CH2:39][N:38]([C:44](=[O:45])[C:46]2[CH:51]=[C:50]([CH3:52])[CH:49]=[CH:48][C:47]=2[C:53]2[N:57]([CH3:58])[N:56]=[CH:55][CH:54]=2)[C@@H:37]1[CH2:36][NH:35][C:60]1[CH:67]=[CH:66][C:63]([C:64]#[N:65])=[CH:62][N:61]=1. (5) The product is: [F:13][C:14]1[CH:19]=[CH:18][CH:17]=[CH:16][C:15]=1[N:20]1[C:29]2[C:24](=[CH:25][C:26]([F:31])=[C:27]([N:1]3[CH2:5][CH2:4][CH2:3][CH2:2]3)[CH:28]=2)[C:23](=[O:32])[N:22]([O:33][CH2:34][C:35]2[CH:36]=[CH:37][CH:38]=[CH:39][CH:40]=2)[C:21]1=[O:41]. Given the reactants [NH:1]1[CH2:5][CH2:4][CH2:3][CH2:2]1.C(N(CC)CC)C.[F:13][C:14]1[CH:19]=[CH:18][CH:17]=[CH:16][C:15]=1[N:20]1[C:29]2[C:24](=[CH:25][C:26]([F:31])=[C:27](F)[CH:28]=2)[C:23](=[O:32])[N:22]([O:33][CH2:34][C:35]2[CH:40]=[CH:39][CH:38]=[CH:37][CH:36]=2)[C:21]1=[O:41], predict the reaction product.